Dataset: Forward reaction prediction with 1.9M reactions from USPTO patents (1976-2016). Task: Predict the product of the given reaction. Given the reactants [Cl:1][C:2]1[N:7]=[C:6]([NH:8][CH3:9])[C:5]([N+:10]([O-])=O)=[CH:4][N:3]=1.O.O.[Sn](Cl)Cl, predict the reaction product. The product is: [NH2:10][C:5]1[C:6]([NH:8][CH3:9])=[N:7][C:2]([Cl:1])=[N:3][CH:4]=1.